Task: Predict the product of the given reaction.. Dataset: Forward reaction prediction with 1.9M reactions from USPTO patents (1976-2016) (1) The product is: [CH3:14][C:8]([C:5]1[CH:6]=[CH:7][C:2]([B:16]2[O:20][C:19]([CH3:22])([CH3:21])[C:18]([CH3:24])([CH3:23])[O:17]2)=[CH:3][CH:4]=1)([CH3:15])[C:9]([O:11][CH2:12][CH3:13])=[O:10]. Given the reactants Br[C:2]1[CH:7]=[CH:6][C:5]([C:8]([CH3:15])([CH3:14])[C:9]([O:11][CH2:12][CH3:13])=[O:10])=[CH:4][CH:3]=1.[B:16]1([B:16]2[O:20][C:19]([CH3:22])([CH3:21])[C:18]([CH3:24])([CH3:23])[O:17]2)[O:20][C:19]([CH3:22])([CH3:21])[C:18]([CH3:24])([CH3:23])[O:17]1.C([O-])(=O)C.[K+], predict the reaction product. (2) The product is: [CH3:12][N:13]1[C@@H:22]2[CH2:23][C:24]3[CH:29]=[CH:28][C:27]([O:30][CH3:31])=[C:26]4[O:32][C@H:17]5[C:18]([CH2:19][CH2:20][C@:21]2([OH:33])[C@:16]5([C:25]=34)[CH2:15][CH2:14]1)=[O:34]. Given the reactants [Cr](Cl)([O-])(=O)=O.[NH+]1C=CC=CC=1.[CH3:12][N:13]1[C@@H:22]2[CH2:23][C:24]3[CH:29]=[CH:28][C:27]([O:30][CH3:31])=[C:26]4[O:32][C@H:17]5[C@@H:18]([OH:34])[CH2:19][CH2:20][C@:21]2([OH:33])[C@:16]5([C:25]=34)[CH2:15][CH2:14]1.C(=O)(O)[O-].[Na+], predict the reaction product.